This data is from Peptide-MHC class II binding affinity with 134,281 pairs from IEDB. The task is: Regression. Given a peptide amino acid sequence and an MHC pseudo amino acid sequence, predict their binding affinity value. This is MHC class II binding data. (1) The peptide sequence is EKKYFAHTQFEPLAA. The MHC is DRB1_1001 with pseudo-sequence DRB1_1001. The binding affinity (normalized) is 0.580. (2) The peptide sequence is LRAEQASQEVKNWMTETL. The MHC is DRB1_0701 with pseudo-sequence DRB1_0701. The binding affinity (normalized) is 0.185. (3) The peptide sequence is INVGFKAAVAAAAGV. The MHC is HLA-DQA10102-DQB10602 with pseudo-sequence HLA-DQA10102-DQB10602. The binding affinity (normalized) is 0.769. (4) The binding affinity (normalized) is 0.786. The peptide sequence is QVAQYKALPVVLENA. The MHC is DRB1_1001 with pseudo-sequence DRB1_1001. (5) The peptide sequence is MANSRAFALVLLFCA. The MHC is DRB1_0101 with pseudo-sequence DRB1_0101. The binding affinity (normalized) is 0.265. (6) The peptide sequence is EKKFFAATQFEPLAA. The MHC is HLA-DPA10301-DPB10402 with pseudo-sequence HLA-DPA10301-DPB10402. The binding affinity (normalized) is 0.856. (7) The MHC is DRB1_0405 with pseudo-sequence DRB1_0405. The peptide sequence is TPFPHRKGVLFNIQY. The binding affinity (normalized) is 0.391.